Dataset: Reaction yield outcomes from USPTO patents with 853,638 reactions. Task: Predict the reaction yield, written as a fraction of the theoretical maximum amount of product (1.0 means a 100% yield; for example, 0.34 means a 34% yield). (1) The reactants are [NH2:1][C:2]1[CH:17]=[C:16]([O:18][CH3:19])[CH:15]=[CH:14][C:3]=1[NH:4][C:5]1[CH:10]=[CH:9][C:8]([CH2:11][CH2:12][OH:13])=[CH:7][CH:6]=1.[NH:20]1[CH:24]=[CH:23][C:22]([CH:25]=O)=[N:21]1.C([O-])(=O)C.C([O-])(=O)C.C([O-])(=O)C.C([O-])(=O)C.[Pb+4]. The catalyst is C(O)C.C1C=CC=CC=1. The product is [CH3:19][O:18][C:16]1[CH:15]=[CH:14][C:3]2[N:4]([C:5]3[CH:10]=[CH:9][C:8]([CH2:11][CH2:12][OH:13])=[CH:7][CH:6]=3)[C:25]([C:22]3[CH:23]=[CH:24][NH:20][N:21]=3)=[N:1][C:2]=2[CH:17]=1. The yield is 0.160. (2) The reactants are Cl[C:2]1[N:7]2[N:8]=[C:9]([CH3:11])[CH:10]=[C:6]2[N:5]=[C:4]([NH:12][C:13](=[O:25])[C:14]2[CH:19]=[CH:18][C:17]([C:20]([CH3:24])([CH3:23])[CH2:21][OH:22])=[CH:16][CH:15]=2)[CH:3]=1.[C:26]1(B(O)O)[CH:31]=[CH:30][CH:29]=[CH:28][CH:27]=1. The catalyst is CO.Cl[Pd]Cl.C1(P(C2C=CC=CC=2)[C-]2C=CC=C2)C=CC=CC=1.[C-]1(P(C2C=CC=CC=2)C2C=CC=CC=2)C=CC=C1.[Fe+2]. The product is [OH:22][CH2:21][C:20]([C:17]1[CH:18]=[CH:19][C:14]([C:13]([NH:12][C:4]2[CH:3]=[C:2]([C:26]3[CH:31]=[CH:30][CH:29]=[CH:28][CH:27]=3)[N:7]3[N:8]=[C:9]([CH3:11])[CH:10]=[C:6]3[N:5]=2)=[O:25])=[CH:15][CH:16]=1)([CH3:24])[CH3:23]. The yield is 0.490. (3) The reactants are [CH2:1]([N:8]1[CH2:13][CH2:12][CH:11]([C:14](=[N:25][NH2:26])[C:15]2[C:20](Cl)=[CH:19][N:18]=[C:17]3[NH:22][CH:23]=[CH:24][C:16]=23)[CH2:10][CH2:9]1)[C:2]1[CH:7]=[CH:6][CH:5]=[CH:4][CH:3]=1.CC(C)([O-])C.[Na+]. The catalyst is CN1C(=O)CCC1.C([O-])(=O)C.[Pd+2].C([O-])(=O)C. The product is [CH2:1]([N:8]1[CH2:13][CH2:12][CH:11]([C:14]2[C:15]3=[C:16]4[CH:24]=[CH:23][NH:22][C:17]4=[N:18][CH:19]=[C:20]3[NH:26][N:25]=2)[CH2:10][CH2:9]1)[C:2]1[CH:7]=[CH:6][CH:5]=[CH:4][CH:3]=1. The yield is 0.400. (4) The reactants are [F:1][CH:2]([F:30])[C:3]1[C:11]2[C:6](=[CH:7][C:8]([Cl:12])=[CH:9][CH:10]=2)[N:5]([S:13]([C:16]2[CH:21]=[CH:20][C:19]([O:22][CH3:23])=[C:18]([N:24]3[CH2:29][CH2:28][NH:27][CH2:26][CH2:25]3)[CH:17]=2)(=[O:15])=[O:14])[CH:4]=1.[C:31]([BH3-])#N.[Na+].C=O. The product is [F:30][CH:2]([F:1])[C:3]1[C:11]2[C:6](=[CH:7][C:8]([Cl:12])=[CH:9][CH:10]=2)[N:5]([S:13]([C:16]2[CH:21]=[CH:20][C:19]([O:22][CH3:23])=[C:18]([N:24]3[CH2:29][CH2:28][N:27]([CH3:31])[CH2:26][CH2:25]3)[CH:17]=2)(=[O:15])=[O:14])[CH:4]=1. The catalyst is CO. The yield is 0.770. (5) The reactants are [CH3:1][C:2]([CH3:36])([CH3:35])[C:3]([C:5]1[CH:9]([C:10]2[CH:15]=[CH:14][CH:13]=[CH:12][C:11]=2[O:16][CH2:17][C:18]([O:20][CH3:21])=[O:19])[N:8]([C:22]2[CH:27]=[CH:26][C:25]([C:28]3[CH:32]=[CH:31][S:30][CH:29]=3)=[CH:24][CH:23]=2)[C:7](=[O:33])[C:6]=1O)=O.O.[NH2:38][NH2:39].C(=O)(O)[O-].[Na+]. The catalyst is C(O)(=O)C. The product is [C:2]([C:3]1[C:5]2[CH:9]([C:10]3[CH:15]=[CH:14][CH:13]=[CH:12][C:11]=3[O:16][CH2:17][C:18]([O:20][CH3:21])=[O:19])[N:8]([C:22]3[CH:27]=[CH:26][C:25]([C:28]4[CH:32]=[CH:31][S:30][CH:29]=4)=[CH:24][CH:23]=3)[C:7](=[O:33])[C:6]=2[NH:38][N:39]=1)([CH3:36])([CH3:35])[CH3:1]. The yield is 0.930.